From a dataset of Experimentally validated miRNA-target interactions with 360,000+ pairs, plus equal number of negative samples. Binary Classification. Given a miRNA mature sequence and a target amino acid sequence, predict their likelihood of interaction. (1) The miRNA is hsa-miR-182-5p with sequence UUUGGCAAUGGUAGAACUCACACU. The protein sequence of the target gene is MWGDSRPANRTGPFRGSQEERFAPGWNRDYPPPPLKSHAQERHSGNFPGRDSLPFDFQGHSGPPFANVEEHSFSYGARDGPHGDYRGGEGPGHDFRGGDFSSSDFQSRDSSQLDFRGRDIHSGDFRDREGPPMDYRGGDGTSMDYRGREAPHMNYRDRDAHAVDFRGRDAPPSDFRGRGTYDLDFRGRDGSHADFRGRDLSDLDFRAREQSRSDFRNRDVSDLDFRDKDGTQVDFRGRGSGTTDLDFRDRDTPHSDFRGRHRSRTDQDFRGREMGSCMEFKDREMPPVDPNILDYIQPST.... Result: 0 (no interaction). (2) The protein sequence of the target gene is MAALVALHGVVRRPLLRGLLQEVRCLERSYASKPTLNEVVIVSAIRTPIGSFLGSLASQPATKLGTAAIQGAIEKAGIPKEEVKEVYMGNVIQGGEGQAPTRQATLGAGLPISTPCTTVNKVCASGMKAIMMASQSLMCGHQDVMVAGGMESMSNVPYVMSRGATPYGGVKLEDLIVKDGLTDVYNKIHMGNCAENTAKKMNISRQEQDTYALSSYTRSKEAWDAGKFASEITPITISVKGKPDVVVKEDEEYKRVDFSKVPKLKTVFQKENGTITAANASTLNDGAAALVLMTAEAAQR.... Result: 1 (interaction). The miRNA is mmu-miR-105 with sequence CCAAGUGCUCAGAUGCUUGUGGU. (3) The miRNA is hsa-miR-593-3p with sequence UGUCUCUGCUGGGGUUUCU. The protein sequence of the target gene is MAFSDLTSRTVHLYDNWIKDADPRVEDWLLMSSPLPQTILLGFYVYFVTSLGPKLMENRKPFELKKAMITYNFFIVLFSVYMCYEFVMSGWGIGYSFRCDIVDYSRSPTALRMARTCWLYYFSKFIELLDTIFFVLRKKNSQVTFLHVFHHTIMPWTWWFGVKFAAGGLGTFHALLNTAVHVVMYSYYGLSALGPAYQKYLWWKKYLTSLQLVQFVIVAIHISQFFFMEDCKYQFPVFACIIMSYSFMFLLLFLHFWYRAYTKGQRLPKTVKNGTCKNKDN. Result: 1 (interaction). (4) The miRNA is mmu-miR-339-3p with sequence UGAGCGCCUCGGCGACAGAGCCG. The protein sequence of the target gene is MEESEPERKRARTDEVPAGGSRSEAEDEDDEDYVPYVPLRQRRQLLLQKLLQRRRKGAAEEEQQDSGSEPRGDEDDIPLGPQSNVSLLDQHQHLKEKAEARKESAKEKQLKEEEKILESVAEGRALMSVKEMAKGITYDDPIKTSWTPPRYVLSMSEERHERVRKKYHILVEGDGIPPPIKSFKEMKFPAAILRGLKKKGIHHPTPIQIQGIPTILSGRDMIGIAFTGSGKTLVFTLPVIMFCLEQEKRLPFSKREGPYGLIICPSRELARQTHGILEYYCRLLQEDSSPLLRCALCIGG.... Result: 0 (no interaction).